Dataset: Full USPTO retrosynthesis dataset with 1.9M reactions from patents (1976-2016). Task: Predict the reactants needed to synthesize the given product. The reactants are: Cl[C:2]1[N:7]=[CH:6][C:5]2[N:8]=[C:9]([C:11]([F:14])([F:13])[F:12])[S:10][C:4]=2[CH:3]=1.[C:15]([NH:22][OH:23])([O:17][C:18]([CH3:21])([CH3:20])[CH3:19])=[O:16].[OH-].[K+].[Cl-].[NH4+]. Given the product [F:12][C:11]([F:14])([F:13])[C:9]1[S:10][C:4]2[CH:3]=[C:2]([O:23][NH:22][C:15](=[O:16])[O:17][C:18]([CH3:21])([CH3:20])[CH3:19])[N:7]=[CH:6][C:5]=2[N:8]=1, predict the reactants needed to synthesize it.